From a dataset of Full USPTO retrosynthesis dataset with 1.9M reactions from patents (1976-2016). Predict the reactants needed to synthesize the given product. (1) The reactants are: [CH:1]([C:3]1[CH:4]=[C:5]([CH:10]=[CH:11][CH:12]=1)[C:6]([O:8]C)=[O:7])=[O:2].[OH-].[Na+].C(OCC)(=O)C.Cl. Given the product [CH:1]([C:3]1[CH:4]=[C:5]([CH:10]=[CH:11][CH:12]=1)[C:6]([OH:8])=[O:7])=[O:2], predict the reactants needed to synthesize it. (2) Given the product [C:30]1([C:36]([C:47]2[CH:52]=[CH:51][CH:50]=[CH:49][CH:48]=2)=[CH:37][C:38]2[CH:43]=[CH:42][C:41]([C:2]3[C:3]4[C:8]([C:9]([C:16]5[CH:21]=[CH:20][C:19]([CH:22]=[CH:23][C:24]6[CH:29]=[CH:28][CH:27]=[CH:26][CH:25]=6)=[CH:18][CH:17]=5)=[C:10]5[C:15]=3[CH:14]=[CH:13][CH:12]=[CH:11]5)=[CH:7][CH:6]=[CH:5][CH:4]=4)=[CH:40][CH:39]=2)[CH:35]=[CH:34][CH:33]=[CH:32][CH:31]=1, predict the reactants needed to synthesize it. The reactants are: Br[C:2]1[C:3]2[C:8]([C:9]([C:16]3[CH:21]=[CH:20][C:19]([CH:22]=[CH:23][C:24]4[CH:29]=[CH:28][CH:27]=[CH:26][CH:25]=4)=[CH:18][CH:17]=3)=[C:10]3[C:15]=1[CH:14]=[CH:13][CH:12]=[CH:11]3)=[CH:7][CH:6]=[CH:5][CH:4]=2.[C:30]1([C:36]([C:47]2[CH:52]=[CH:51][CH:50]=[CH:49][CH:48]=2)=[CH:37][C:38]2[CH:43]=[CH:42][C:41](B(O)O)=[CH:40][CH:39]=2)[CH:35]=[CH:34][CH:33]=[CH:32][CH:31]=1.C(=O)([O-])[O-].[Na+].[Na+]. (3) Given the product [OH:1][CH2:2][C:3]1[CH:12]=[CH:11][C:6]([C:7]([NH:14][NH2:15])=[O:8])=[CH:5][CH:4]=1, predict the reactants needed to synthesize it. The reactants are: [OH:1][CH2:2][C:3]1[CH:12]=[CH:11][C:6]([C:7](OC)=[O:8])=[CH:5][CH:4]=1.O.[NH2:14][NH2:15]. (4) The reactants are: Cl[CH2:2][CH2:3]Cl.COCCO.C(=O)([O-])[O-].[K+].[K+].[C:16]([O:24][CH2:25][CH3:26])(=[O:23])[CH2:17][C:18]([O:20][CH2:21][CH3:22])=[O:19]. Given the product [C:17]1([C:18]([O:20][CH2:21][CH3:22])=[O:19])([C:16]([O:24][CH2:25][CH3:26])=[O:23])[CH2:3][CH2:2]1, predict the reactants needed to synthesize it. (5) The reactants are: [Br:1][C:2]1[CH:7]=[CH:6][C:5](I)=[CH:4][C:3]=1[C:9]([F:12])([F:11])[F:10].[Li]CCCC.CCCCCC.[CH:24](=[O:31])[C:25]1[CH:30]=[CH:29][CH:28]=[CH:27][CH:26]=1.Cl. Given the product [Br:1][C:2]1[CH:7]=[CH:6][C:5]([CH:24]([C:25]2[CH:30]=[CH:29][CH:28]=[CH:27][CH:26]=2)[OH:31])=[CH:4][C:3]=1[C:9]([F:12])([F:11])[F:10], predict the reactants needed to synthesize it.